From a dataset of NCI-60 drug combinations with 297,098 pairs across 59 cell lines. Regression. Given two drug SMILES strings and cell line genomic features, predict the synergy score measuring deviation from expected non-interaction effect. (1) Drug 1: CC(C1=C(C=CC(=C1Cl)F)Cl)OC2=C(N=CC(=C2)C3=CN(N=C3)C4CCNCC4)N. Drug 2: B(C(CC(C)C)NC(=O)C(CC1=CC=CC=C1)NC(=O)C2=NC=CN=C2)(O)O. Cell line: SNB-19. Synergy scores: CSS=7.99, Synergy_ZIP=-0.574, Synergy_Bliss=2.23, Synergy_Loewe=2.85, Synergy_HSA=2.52. (2) Drug 1: CC1C(C(CC(O1)OC2CC(CC3=C2C(=C4C(=C3O)C(=O)C5=C(C4=O)C(=CC=C5)OC)O)(C(=O)CO)O)N)O.Cl. Drug 2: COC1=CC(=CC(=C1O)OC)C2C3C(COC3=O)C(C4=CC5=C(C=C24)OCO5)OC6C(C(C7C(O6)COC(O7)C8=CC=CS8)O)O. Cell line: U251. Synergy scores: CSS=41.8, Synergy_ZIP=4.70, Synergy_Bliss=6.99, Synergy_Loewe=-10.2, Synergy_HSA=6.19. (3) Drug 1: C1CN1P(=S)(N2CC2)N3CC3. Drug 2: CS(=O)(=O)CCNCC1=CC=C(O1)C2=CC3=C(C=C2)N=CN=C3NC4=CC(=C(C=C4)OCC5=CC(=CC=C5)F)Cl. Cell line: HOP-92. Synergy scores: CSS=11.1, Synergy_ZIP=-5.11, Synergy_Bliss=-2.25, Synergy_Loewe=-0.879, Synergy_HSA=1.85. (4) Drug 1: CC1OCC2C(O1)C(C(C(O2)OC3C4COC(=O)C4C(C5=CC6=C(C=C35)OCO6)C7=CC(=C(C(=C7)OC)O)OC)O)O. Drug 2: C1=C(C(=O)NC(=O)N1)N(CCCl)CCCl. Cell line: SK-MEL-5. Synergy scores: CSS=32.1, Synergy_ZIP=-4.77, Synergy_Bliss=2.75, Synergy_Loewe=1.66, Synergy_HSA=5.70. (5) Drug 1: CC1=C(C=C(C=C1)C(=O)NC2=CC(=CC(=C2)C(F)(F)F)N3C=C(N=C3)C)NC4=NC=CC(=N4)C5=CN=CC=C5. Drug 2: CCC1(CC2CC(C3=C(CCN(C2)C1)C4=CC=CC=C4N3)(C5=C(C=C6C(=C5)C78CCN9C7C(C=CC9)(C(C(C8N6C)(C(=O)OC)O)OC(=O)C)CC)OC)C(=O)OC)O.OS(=O)(=O)O. Cell line: OVCAR-5. Synergy scores: CSS=-0.0420, Synergy_ZIP=-0.962, Synergy_Bliss=-2.00, Synergy_Loewe=-3.21, Synergy_HSA=-2.38.